This data is from Catalyst prediction with 721,799 reactions and 888 catalyst types from USPTO. The task is: Predict which catalyst facilitates the given reaction. (1) Reactant: [Cl:1][C:2]1[CH:3]=[C:4]([CH:26]=[CH:27][C:28]=1[Cl:29])[CH2:5][O:6][C:7]1[CH:8]=[C:9]([C:13](=[O:25])[CH2:14][O:15][C:16]2[CH:17]=[C:18]([CH:21]=[CH:22][C:23]=2[F:24])[C:19]#[N:20])[CH:10]=[CH:11][CH:12]=1. Product: [Cl:1][C:2]1[CH:3]=[C:4]([CH:26]=[CH:27][C:28]=1[Cl:29])[CH2:5][O:6][C:7]1[CH:8]=[C:9]([C@H:13]([OH:25])[CH2:14][O:15][C:16]2[CH:17]=[C:18]([CH:21]=[CH:22][C:23]=2[F:24])[C:19]#[N:20])[CH:10]=[CH:11][CH:12]=1. The catalyst class is: 247. (2) Reactant: Cl[C:2]1[C:11]2[C:6](=[CH:7][CH:8]=[C:9]([O:12][CH3:13])[CH:10]=2)[C:5]([N:14]2[CH:18]=[C:17]([CH3:19])[N:16]=[CH:15]2)=[N:4][C:3]=1[C:20]#[N:21].[N:22]1[CH:27]=[CH:26][CH:25]=[C:24](B(O)O)[CH:23]=1.[O-]P([O-])([O-])=O.[K+].[K+].[K+]. Product: [CH3:13][O:12][C:9]1[CH:10]=[C:11]2[C:6](=[CH:7][CH:8]=1)[C:5]([N:14]1[CH:18]=[C:17]([CH3:19])[N:16]=[CH:15]1)=[N:4][C:3]([C:20]#[N:21])=[C:2]2[C:24]1[CH:23]=[N:22][CH:27]=[CH:26][CH:25]=1. The catalyst class is: 62. (3) Reactant: [NH:1]1[CH:5]=[C:4]([C:6]([OH:8])=O)[CH:3]=[N:2]1.[CH2:9]1[C:17]2[C:12](=[CH:13][CH:14]=[CH:15][CH:16]=2)[CH2:11][CH:10]1[NH:18][C:19]1[N:20]=[CH:21][C:22]2[CH2:28][NH:27][CH2:26][CH2:25][C:23]=2[N:24]=1.Cl.CN(C)CCCN=C=NCC.N1C=CC(N)=CC=1. Product: [CH2:9]1[C:17]2[C:12](=[CH:13][CH:14]=[CH:15][CH:16]=2)[CH2:11][CH:10]1[NH:18][C:19]1[N:20]=[CH:21][C:22]2[CH2:28][N:27]([C:6]([C:4]3[CH:3]=[N:2][NH:1][CH:5]=3)=[O:8])[CH2:26][CH2:25][C:23]=2[N:24]=1. The catalyst class is: 4. (4) Reactant: [C:1]1([C:7]([C:16]2[CH:21]=[CH:20][CH:19]=[CH:18][CH:17]=2)(O)[CH:8]2[CH2:13][CH2:12][N:11]([CH3:14])[CH2:10][CH2:9]2)[CH:6]=[CH:5][CH:4]=[CH:3][CH:2]=1.C([O-])([O-])=O.[K+].[K+].CN(C=O)C.O. Product: [C:1]1([C:7]([C:16]2[CH:21]=[CH:20][CH:19]=[CH:18][CH:17]=2)=[C:8]2[CH2:9][CH2:10][N:11]([CH3:14])[CH2:12][CH2:13]2)[CH:2]=[CH:3][CH:4]=[CH:5][CH:6]=1. The catalyst class is: 2. (5) Reactant: [CH3:1][C:2]1[C:11]([NH2:12])=[C:10]2[C:5]([CH:6]=[CH:7][CH:8]=[N:9]2)=[CH:4][CH:3]=1.[C:13]1([S:19](Cl)(=[O:21])=[O:20])[CH:18]=[CH:17][CH:16]=[CH:15][CH:14]=1. The catalyst class is: 142. Product: [CH3:1][C:2]1[C:11]([NH:12][S:19]([C:13]2[CH:18]=[CH:17][CH:16]=[CH:15][CH:14]=2)(=[O:21])=[O:20])=[C:10]2[C:5]([CH:6]=[CH:7][CH:8]=[N:9]2)=[CH:4][CH:3]=1. (6) Reactant: [C:1]([Si:3]([CH3:6])([CH3:5])[CH3:4])#[CH:2].B(F)(F)F.CCOCC.[CH3:16][C@@H:17]1[CH2:19][O:18]1.[Cl-].[NH4+]. Product: [CH3:4][Si:3]([CH3:6])([CH3:5])[C:1]#[C:2][CH2:16][C@H:17]([OH:18])[CH3:19]. The catalyst class is: 7.